Dataset: Reaction yield outcomes from USPTO patents with 853,638 reactions. Task: Predict the reaction yield, written as a fraction of the theoretical maximum amount of product (1.0 means a 100% yield; for example, 0.34 means a 34% yield). The reactants are [CH2:1]([O:8][C@@H:9]1[C@@H:14]([O:15][CH2:16][C:17]2[CH:22]=[CH:21][CH:20]=[CH:19][CH:18]=2)[CH:13]=C[O:11][C@H:10]1[CH3:23])[C:2]1[CH:7]=[CH:6][CH:5]=[CH:4][CH:3]=1.C([O-])(O)=[O:25].[Na+].O=[O+][O-].[BH4-].[Na+].CC([O-])=O.[Na+]. The catalyst is CO.C(Cl)Cl.O.CCOC(C)=O. The product is [CH2:16]([O:15][C@H:14]([C@@H:9]([O:8][CH2:1][C:2]1[CH:3]=[CH:4][CH:5]=[CH:6][CH:7]=1)[C@@H:10]([OH:11])[CH3:23])[CH2:13][OH:25])[C:17]1[CH:18]=[CH:19][CH:20]=[CH:21][CH:22]=1. The yield is 0.930.